Dataset: Forward reaction prediction with 1.9M reactions from USPTO patents (1976-2016). Task: Predict the product of the given reaction. (1) Given the reactants [Cl:1][C:2]1[CH:10]=[CH:9][CH:8]=[C:7]([CH3:11])[C:3]=1[C:4](Cl)=[O:5].[CH2:12]([NH:14][CH2:15][C:16]([CH2:22][NH:23][C:24]1[CH:32]=[C:31]([CH3:33])[CH:30]=[C:29]2[C:25]=1[CH:26]=[N:27][N:28]2[C:34]1[CH:39]=[CH:38][C:37]([F:40])=[CH:36][CH:35]=1)([OH:21])[C:17]([F:20])([F:19])[F:18])[CH3:13], predict the reaction product. The product is: [Cl:1][C:2]1[CH:10]=[CH:9][CH:8]=[C:7]([CH3:11])[C:3]=1[C:4]([N:14]([CH2:12][CH3:13])[CH2:15][C:16]([CH2:22][NH:23][C:24]1[CH:32]=[C:31]([CH3:33])[CH:30]=[C:29]2[C:25]=1[CH:26]=[N:27][N:28]2[C:34]1[CH:35]=[CH:36][C:37]([F:40])=[CH:38][CH:39]=1)([OH:21])[C:17]([F:18])([F:20])[F:19])=[O:5]. (2) Given the reactants [CH:1]([C:4]1[CH:9]=[CH:8][C:7]([OH:10])=[CH:6][CH:5]=1)([CH3:3])[CH3:2].[C:11](N1C=CN=C1)(N1C=CN=C1)=[O:12].[CH2:23]([O:30][C:31](=[O:48])[C:32]([CH3:47])([O:34][C:35]1[CH:40]=[CH:39][CH:38]=[C:37]([CH:41]2[CH2:46][CH2:45][CH2:44][NH:43][CH2:42]2)[CH:36]=1)[CH3:33])[C:24]1[CH:29]=[CH:28][CH:27]=[CH:26][CH:25]=1.Cl, predict the reaction product. The product is: [CH:1]([C:4]1[CH:9]=[CH:8][C:7]([O:10][C:11]([N:43]2[CH2:44][CH2:45][CH2:46][CH:41]([C:37]3[CH:38]=[CH:39][CH:40]=[C:35]([O:34][C:32]([C:31]([O:30][CH2:23][C:24]4[CH:29]=[CH:28][CH:27]=[CH:26][CH:25]=4)=[O:48])([CH3:33])[CH3:47])[CH:36]=3)[CH2:42]2)=[O:12])=[CH:6][CH:5]=1)([CH3:3])[CH3:2]. (3) Given the reactants [OH:1][CH:2]1[CH:8]([NH:9][C:10](=[O:38])[C@H:11]([CH2:34][CH:35]([CH3:37])[CH3:36])[NH:12][C@@H:13]([C:18]2[CH:23]=[CH:22][C:21]([C:24]3[CH:29]=[CH:28][C:27]([S:30]([CH3:33])(=[O:32])=[O:31])=[CH:26][CH:25]=3)=[CH:20][CH:19]=2)[C:14]([F:17])([F:16])[F:15])[CH2:7][CH2:6][CH2:5][NH:4][CH2:3]1.CCN(CC)CC.[N:46]1[CH:51]=[CH:50][CH:49]=[CH:48][C:47]=1[S:52](Cl)(=[O:54])=[O:53], predict the reaction product. The product is: [OH:1][CH:2]1[CH:8]([NH:9][C:10](=[O:38])[C@H:11]([CH2:34][CH:35]([CH3:36])[CH3:37])[NH:12][C@@H:13]([C:18]2[CH:23]=[CH:22][C:21]([C:24]3[CH:29]=[CH:28][C:27]([S:30]([CH3:33])(=[O:31])=[O:32])=[CH:26][CH:25]=3)=[CH:20][CH:19]=2)[C:14]([F:15])([F:17])[F:16])[CH2:7][CH2:6][CH2:5][N:4]([S:52]([C:47]2[CH:48]=[CH:49][CH:50]=[CH:51][N:46]=2)(=[O:54])=[O:53])[CH2:3]1. (4) The product is: [CH3:30][O:31][CH2:32][CH2:33][N:34]1[CH2:40][C@@H:3]([C:4]2[CH:5]=[CH:6][CH:7]=[CH:8][CH:9]=2)[C@H:2]([C:1]([N:11]2[C@H:15]([C:16]3[CH:17]=[CH:18][CH:19]=[CH:20][CH:21]=3)[CH2:14][O:13][C:12]2=[O:22])=[O:10])[CH2:35]1. Given the reactants [C:1]([N:11]1[C@H:15]([C:16]2[CH:21]=[CH:20][CH:19]=[CH:18][CH:17]=2)[CH2:14][O:13][C:12]1=[O:22])(=[O:10])[CH:2]=[CH:3][C:4]1[CH:9]=[CH:8][CH:7]=[CH:6][CH:5]=1.C(O)(C(F)(F)F)=O.[CH3:30][O:31][CH2:32][CH2:33][N:34]([CH2:40]OC)[CH2:35][Si](C)(C)C, predict the reaction product. (5) Given the reactants [O:1]=[C:2]1[CH:11]=[CH:10][C:9]2[C:4](=[CH:5][C:6]([C:12]#[N:13])=[CH:7][CH:8]=2)[NH:3]1.CS(O[CH2:19][CH2:20][N:21]1[CH2:26][CH2:25][C@@H:24]([NH:27][C:28]([O:30][C:31]([CH3:34])([CH3:33])[CH3:32])=[O:29])[C@@H:23]([O:35][CH3:36])[CH2:22]1)(=O)=O.[H-].[Na+].CO[C@@H]1[C@H](NC(=O)OC(C)(C)C)CCN(CCN2C3C(=CC=C(OC)C=3)N=CC2=O)C1, predict the reaction product. The product is: [C:12]([C:6]1[CH:5]=[C:4]2[C:9]([CH:10]=[CH:11][C:2](=[O:1])[N:3]2[CH2:19][CH2:20][N:21]2[CH2:26][CH2:25][C@@H:24]([NH:27][C:28](=[O:29])[O:30][C:31]([CH3:32])([CH3:34])[CH3:33])[C@@H:23]([O:35][CH3:36])[CH2:22]2)=[CH:8][CH:7]=1)#[N:13]. (6) Given the reactants [CH3:1][NH:2][C@@H:3]([CH3:7])[C:4]([OH:6])=[O:5].[BH3-]C#N.[Na+].O=[C:13]1[CH2:16][N:15]([C:17]([O:19][C:20]([CH3:23])([CH3:22])[CH3:21])=[O:18])[CH2:14]1, predict the reaction product. The product is: [C:20]([O:19][C:17]([N:15]1[CH2:16][CH:13]([N:2]([CH3:1])[C@@H:3]([CH3:7])[C:4]([OH:6])=[O:5])[CH2:14]1)=[O:18])([CH3:23])([CH3:22])[CH3:21]. (7) Given the reactants [CH3:1][N:2]1[CH:6]=[C:5]([C:7]2[C:8]3[N:9]([N:13]=[C:14]([NH2:16])[N:15]=3)[CH:10]=[CH:11][N:12]=2)[CH:4]=[N:3]1.Cl[C:18]1[CH:19]=[CH:20][C:21]2[O:26][C:25]([CH3:28])([CH3:27])[C:24](=[O:29])[NH:23][C:22]=2[CH:30]=1.NC1C=C(Cl)C=CC=1O.BrC(C)(C)C(Br)=O, predict the reaction product. The product is: [CH3:27][C:25]1([CH3:28])[C:24](=[O:29])[NH:23][C:22]2[CH:30]=[C:18]([NH:16][C:14]3[N:15]=[C:8]4[C:7]([C:5]5[CH:4]=[N:3][N:2]([CH3:1])[CH:6]=5)=[N:12][CH:11]=[CH:10][N:9]4[N:13]=3)[CH:19]=[CH:20][C:21]=2[O:26]1. (8) Given the reactants [Si:1]([O:8][C@@H:9]1[C@@H:14]([CH3:15])[CH2:13][NH:12][CH2:11][C@H:10]1[NH:16][C:17](=[O:23])[O:18][C:19]([CH3:22])([CH3:21])[CH3:20])([C:4]([CH3:7])([CH3:6])[CH3:5])([CH3:3])[CH3:2].Cl[C:25]1[C:30]([N+:31]([O-:33])=[O:32])=[CH:29][N:28]=[CH:27][C:26]=1[CH3:34].C(N(CC)CC)C, predict the reaction product. The product is: [Si:1]([O:8][C@@H:9]1[C@@H:14]([CH3:15])[CH2:13][N:12]([C:25]2[C:30]([N+:31]([O-:33])=[O:32])=[CH:29][N:28]=[CH:27][C:26]=2[CH3:34])[CH2:11][C@H:10]1[NH:16][C:17](=[O:23])[O:18][C:19]([CH3:22])([CH3:21])[CH3:20])([C:4]([CH3:7])([CH3:5])[CH3:6])([CH3:3])[CH3:2]. (9) Given the reactants [F:1][C:2]1[N:7]=[CH:6][C:5]([CH:8]2[O:12][CH:11]([CH2:13][OH:14])[CH2:10][CH2:9]2)=[CH:4][CH:3]=1.[O:15]1[CH:20]=[CH:19][CH2:18][CH2:17][CH2:16]1.C1(C)C=CC(S(O)(=O)=O)=CC=1, predict the reaction product. The product is: [F:1][C:2]1[CH:3]=[CH:4][C:5]([CH:8]2[CH2:9][CH2:10][CH:11]([CH2:13][O:14][CH:16]3[CH2:17][CH2:18][CH2:19][CH2:20][O:15]3)[O:12]2)=[CH:6][N:7]=1.